From a dataset of Orexin1 receptor HTS with 218,158 compounds and 233 confirmed actives. Binary Classification. Given a drug SMILES string, predict its activity (active/inactive) in a high-throughput screening assay against a specified biological target. (1) The compound is s1c2c(nc1C)cc(NC(=O)CSc1nc3c(cc1C#N)cc(OC)cc3)cc2. The result is 0 (inactive). (2) The molecule is o1c2c(nc1Cc1ccc(OC)cc1)ccc(C(=O)NC(c1c(nn(c1)C)C)C)c2. The result is 0 (inactive). (3) The drug is O(Cc1n(NC(=O)C)c(=O)c2c(n1)cccc2)c1c(cccc1)C. The result is 0 (inactive). (4) The compound is Clc1cc(NC(=O)COC(=O)C(N2C(=O)C3C(C2=O)CC=CC3)CC(C)C)ccc1. The result is 0 (inactive). (5) The compound is O=C(N1CCN(CC1)C(c1ccccc1)c1ccccc1)CC1N(C(=O)N(C1=O)C)C. The result is 0 (inactive).